This data is from Catalyst prediction with 721,799 reactions and 888 catalyst types from USPTO. The task is: Predict which catalyst facilitates the given reaction. (1) Reactant: [NH2:1][CH2:2][C@@H:3]([C@@H:5]([NH:10][C:11](=[O:17])[O:12][C:13]([CH3:16])([CH3:15])[CH3:14])[CH2:6][CH2:7][CH2:8][CH3:9])[OH:4].NC[C@H]([C@@H](NC(=O)OC(C)(C)C)CCCC)O.[N:35]1[CH:40]=[CH:39][CH:38]=[CH:37][C:36]=1[S:41](Cl)(=[O:43])=[O:42]. Product: [OH:4][CH:3]([C@@H:5]([NH:10][C:11](=[O:17])[O:12][C:13]([CH3:16])([CH3:15])[CH3:14])[CH2:6][CH2:7][CH2:8][CH3:9])[CH2:2][NH:1][S:41]([C:36]1[CH:37]=[CH:38][CH:39]=[CH:40][N:35]=1)(=[O:43])=[O:42]. The catalyst class is: 503. (2) Reactant: [CH3:1][CH2:2][CH:3]([OH:6])[CH2:4][CH3:5].[C:7](Cl)(Cl)=[O:8].C1(C)C=CC=CC=1.[F:18][C:19]([F:55])([F:54])[C:20]1[CH:21]=[C:22]([CH:47]=[C:48]([C:50]([F:53])([F:52])[F:51])[CH:49]=1)[CH2:23][N:24]([C:41]1[N:42]=[N:43][N:44]([CH3:46])[N:45]=1)[C@H:25]1[CH2:31][CH2:30][CH2:29][NH:28][C:27]2[CH:32]=[C:33]([C:37]([F:40])([F:39])[F:38])[C:34]([CH3:36])=[CH:35][C:26]1=2.N1C=CC=CC=1. Product: [CH2:2]([CH:3]([O:6][C:7]([N:28]1[CH2:29][CH2:30][CH2:31][C@H:25]([N:24]([CH2:23][C:22]2[CH:47]=[C:48]([C:50]([F:53])([F:52])[F:51])[CH:49]=[C:20]([C:19]([F:18])([F:55])[F:54])[CH:21]=2)[C:41]2[N:42]=[N:43][N:44]([CH3:46])[N:45]=2)[C:26]2[CH:35]=[C:34]([CH3:36])[C:33]([C:37]([F:39])([F:38])[F:40])=[CH:32][C:27]1=2)=[O:8])[CH2:4][CH3:5])[CH3:1]. The catalyst class is: 4. (3) Reactant: [CH2:1]([O:8][C:9]1[CH:10]=[C:11]2[C:16](=[CH:17][C:18]=1[O:19][CH3:20])[CH:15]([C:21]([O:23]CC)=[O:22])[N:14]([C:26]([O:28][C:29]([CH3:32])([CH3:31])[CH3:30])=[O:27])[CH2:13][CH2:12]2)[C:2]1[CH:7]=[CH:6][CH:5]=[CH:4][CH:3]=1.CCO.O.[OH-].[K+]. Product: [CH2:1]([O:8][C:9]1[CH:10]=[C:11]2[C:16](=[CH:17][C:18]=1[O:19][CH3:20])[CH:15]([C:21]([OH:23])=[O:22])[N:14]([C:26]([O:28][C:29]([CH3:32])([CH3:31])[CH3:30])=[O:27])[CH2:13][CH2:12]2)[C:2]1[CH:7]=[CH:6][CH:5]=[CH:4][CH:3]=1. The catalyst class is: 1. (4) Reactant: [CH3:1][O:2][C:3]1[CH:8]=[CH:7][CH:6]=[CH:5][C:4]=1[C:9]1[C:17]2[C:12](=[N:13][CH:14]=[C:15]([C:18]3[CH:19]=[C:20]([CH:24]=[CH:25][CH:26]=3)[C:21]([OH:23])=O)[CH:16]=2)[NH:11][CH:10]=1.CN(C(ON1N=NC2C=CC=NC1=2)=[N+](C)C)C.F[P-](F)(F)(F)(F)F.[CH3:51][N:52]([CH3:57])[CH2:53][CH2:54][NH:55][CH3:56]. Product: [CH3:51][N:52]([CH3:57])[CH2:53][CH2:54][N:55]([CH3:56])[C:21](=[O:23])[C:20]1[CH:24]=[CH:25][CH:26]=[C:18]([C:15]2[CH:16]=[C:17]3[C:9]([C:4]4[CH:5]=[CH:6][CH:7]=[CH:8][C:3]=4[O:2][CH3:1])=[CH:10][NH:11][C:12]3=[N:13][CH:14]=2)[CH:19]=1. The catalyst class is: 623. (5) Product: [CH3:20][O:19][C:16]1[CH:15]=[CH:14][C:13]([C:4]2[CH:3]=[C:25]([C:26]3[S:27][CH:28]=[CH:29][N:30]=3)[C:24](=[O:31])[N:23]([CH3:22])[C:5]=2[C:7]2[CH:8]=[CH:9][N:10]=[CH:11][CH:12]=2)=[CH:18][CH:17]=1. Reactant: CN(C)[CH:3]=[C:4]([C:13]1[CH:18]=[CH:17][C:16]([O:19][CH3:20])=[CH:15][CH:14]=1)[C:5]([C:7]1[CH:12]=[CH:11][N:10]=[CH:9][CH:8]=1)=O.[CH3:22][NH:23][C:24](=[O:31])[CH2:25][C:26]1[S:27][CH:28]=[CH:29][N:30]=1.CO.[H-].[Na+]. The catalyst class is: 35.